This data is from Reaction yield outcomes from USPTO patents with 853,638 reactions. The task is: Predict the reaction yield, written as a fraction of the theoretical maximum amount of product (1.0 means a 100% yield; for example, 0.34 means a 34% yield). (1) The reactants are FC(F)(F)S(O[C:7]1[C:8]([C:18]([N:20]([O:22][CH3:23])[CH3:21])=[O:19])=[CH:9][C:10]([Cl:17])=[C:11]2[C:16]=1[N:15]=[CH:14][CH:13]=[CH:12]2)(=O)=O.[OH:26][CH:27]1[CH2:32][CH2:31][NH:30][CH2:29][CH2:28]1.C(=O)([O-])[O-].[Cs+].[Cs+]. The catalyst is O1CCCC1.ClCCl.C([O-])(=O)C.[Pd+2].C([O-])(=O)C.C1C=CC(P(C2C=CC3C(=CC=CC=3)C=2C2C3C(=CC=CC=3)C=CC=2P(C2C=CC=CC=2)C2C=CC=CC=2)C2C=CC=CC=2)=CC=1. The product is [Cl:17][C:10]1[CH:9]=[C:8]([C:18]([N:20]([O:22][CH3:23])[CH3:21])=[O:19])[C:7]([N:30]2[CH2:31][CH2:32][CH:27]([OH:26])[CH2:28][CH2:29]2)=[C:16]2[C:11]=1[CH:12]=[CH:13][CH:14]=[N:15]2. The yield is 0.590. (2) The reactants are C(N([CH2:8][CH3:9])C(C)C)(C)C.[OH:10][C:11]1[CH:18]=[C:17]([OH:19])[CH:16]=[CH:15][C:12]=1[CH:13]=[O:14].[CH2:20]([O:22][CH2:23]Cl)[CH3:21].CN(C)[CH:27]=[O:28]. No catalyst specified. The product is [CH2:20]([O:22][CH2:23][O:10][C:11]1[CH:18]=[C:17]([O:19][CH2:27][O:28][CH2:8][CH3:9])[CH:16]=[CH:15][C:12]=1[CH:13]=[O:14])[CH3:21]. The yield is 0.990. (3) The reactants are [CH2:1]([O:3][C:4]([CH:6]1[C:10](=O)[CH2:9][N:8]([C:12]([O:14][C:15]([CH3:18])([CH3:17])[CH3:16])=[O:13])[CH2:7]1)=[O:5])[CH3:2].[CH2:19]([NH2:26])[C:20]1[CH:25]=[CH:24][CH:23]=[CH:22][CH:21]=1.CC(O)=O.C([BH3-])#N.[Na+]. The catalyst is CCO. The product is [CH2:1]([O:3][C:4]([C@H:6]1[C@H:10]([NH:26][CH2:19][C:20]2[CH:25]=[CH:24][CH:23]=[CH:22][CH:21]=2)[CH2:9][N:8]([C:12]([O:14][C:15]([CH3:18])([CH3:17])[CH3:16])=[O:13])[CH2:7]1)=[O:5])[CH3:2]. The yield is 0.540. (4) The reactants are [F:1][C:2]1[CH:26]=[CH:25][CH:24]=[C:23]([F:27])[C:3]=1[C:4]([NH:6][C:7]1[C:8]([C:12]2[NH:16][C:15]3[CH:17]=[CH:18][C:19]([CH:21]=O)=[CH:20][C:14]=3[N:13]=2)=[N:9][NH:10][CH:11]=1)=[O:5].[CH3:28][NH:29][CH3:30]. The catalyst is C1COCC1. The product is [CH3:28][N:29]([CH2:21][C:19]1[CH:18]=[CH:17][C:15]2[NH:16][C:12]([C:8]3[C:7]([NH:6][C:4](=[O:5])[C:3]4[C:2]([F:1])=[CH:26][CH:25]=[CH:24][C:23]=4[F:27])=[CH:11][NH:10][N:9]=3)=[N:13][C:14]=2[CH:20]=1)[CH3:30]. The yield is 0.180. (5) The reactants are [CH3:1][O:2][C:3]1[CH:4]=[C:5]2[C:10](=[CH:11][C:12]=1[O:13][CH3:14])[N:9]=[CH:8][CH:7]=[C:6]2[O:15][C:16]1[C:22]([CH3:23])=[CH:21][C:19]([NH2:20])=[C:18]([CH3:24])[CH:17]=1.Cl[C:26](Cl)([O:28][C:29](=[O:35])OC(Cl)(Cl)Cl)Cl.[CH3:37][N:38]([CH3:46])[CH2:39][CH2:40][CH2:41][CH2:42][CH2:43]CO.C(=O)(O)[O-].[Na+]. The catalyst is C(Cl)Cl.C(N(CC)CC)C.C1(C)C=CC=CC=1. The product is [CH3:1][O:2][C:3]1[CH:4]=[C:5]2[C:10](=[CH:11][C:12]=1[O:13][CH3:14])[N:9]=[CH:8][CH:7]=[C:6]2[O:15][C:16]1[C:22]([CH3:23])=[CH:21][C:19]([NH:20][C:29](=[O:35])[O:28][CH2:26][CH2:43][CH2:42][CH2:41][CH2:40][CH2:39][N:38]([CH3:46])[CH3:37])=[C:18]([CH3:24])[CH:17]=1. The yield is 0.560.